From a dataset of Reaction yield outcomes from USPTO patents with 853,638 reactions. Predict the reaction yield, written as a fraction of the theoretical maximum amount of product (1.0 means a 100% yield; for example, 0.34 means a 34% yield). (1) The product is [CH3:3][CH:2]([C:4]1[N:8]=[C:7]([N:9]2[CH2:10][CH2:11][CH:12]([CH2:15][O:16][C:17]3[CH:18]=[CH:19][C:20]([C:23]4[CH:24]=[CH:25][C:26]([S:29]([CH3:30])=[O:31])=[CH:27][CH:28]=4)=[N:21][CH:22]=3)[CH2:13][CH2:14]2)[O:6][N:5]=1)[CH3:1]. The catalyst is FC(F)(F)C(O)C(F)(F)F.C(Cl)Cl. The reactants are [CH3:1][CH:2]([C:4]1[N:8]=[C:7]([N:9]2[CH2:14][CH2:13][CH:12]([CH2:15][O:16][C:17]3[CH:18]=[CH:19][C:20]([C:23]4[CH:28]=[CH:27][C:26]([S:29][CH3:30])=[CH:25][CH:24]=4)=[N:21][CH:22]=3)[CH2:11][CH2:10]2)[O:6][N:5]=1)[CH3:3].[OH:31]O. The yield is 0.860. (2) The reactants are [I:1][C:2]1[C:10]2[C:5](=[N:6][CH:7]=[N:8][C:9]=2[NH2:11])[NH:4][N:3]=1.C([O-])([O-])=O.[K+].[K+].I[CH:19]1[CH2:23][CH2:22][CH2:21][CH2:20]1. The product is [CH:19]1([N:4]2[C:5]3=[N:6][CH:7]=[N:8][C:9]([NH2:11])=[C:10]3[C:2]([I:1])=[N:3]2)[CH2:23][CH2:22][CH2:21][CH2:20]1. The yield is 0.600. The catalyst is CN(C=O)C. (3) The reactants are [F:1][C:2]1[C:3]([C@@H:9]([NH:11][C:12](=[O:14])C)[CH3:10])=[N:4][CH:5]=[C:6]([F:8])[CH:7]=1.[CH3:15][C:16]([O:19]C(OC([O:19][C:16]([CH3:18])([CH3:17])[CH3:15])=O)=O)([CH3:18])[CH3:17].O.[OH-].[Li+].O. The catalyst is CN(C1C=CN=CC=1)C.C1COCC1.CCOCC. The product is [C:16]([O:19][C:12](=[O:14])[NH:11][C@H:9]([C:3]1[C:2]([F:1])=[CH:7][C:6]([F:8])=[CH:5][N:4]=1)[CH3:10])([CH3:18])([CH3:17])[CH3:15]. The yield is 0.790. (4) The reactants are [Cl:1][C:2]1[CH:7]=[C:6]([Cl:8])[CH:5]=[CH:4][C:3]=1[C:9]1[N:10]=[C:11](/[CH:16]=[CH:17]/[C:18]2[CH:23]=[CH:22][C:21]([O:24][CH3:25])=[CH:20][CH:19]=2)[N:12]([CH2:14][CH3:15])[CH:13]=1.C1(O)C=CC=CC=1.BrC[C:35]1[CH:36]=[C:37]([CH:42]=[CH:43][CH:44]=1)[C:38]([O:40]C)=[O:39]. No catalyst specified. The product is [Cl:1][C:2]1[CH:7]=[C:6]([Cl:8])[CH:5]=[CH:4][C:3]=1[C:9]1[N:10]=[C:11](/[CH:16]=[CH:17]/[C:18]2[CH:19]=[CH:20][C:21]([O:24][CH2:25][C:35]3[CH:36]=[C:37]([CH:42]=[CH:43][CH:44]=3)[C:38]([OH:40])=[O:39])=[CH:22][CH:23]=2)[N:12]([CH2:14][CH3:15])[CH:13]=1. The yield is 0.300. (5) The reactants are [C:1]([O:5][C:6]([N:8]1[CH2:13][CH2:12][NH:11][C:10](=[O:14])[CH2:9]1)=[O:7])([CH3:4])([CH3:3])[CH3:2].[H-].[Na+].[CH2:17](I)[CH3:18].O. The catalyst is CN(C)C=O.C(OCC)(=O)C. The product is [C:1]([O:5][C:6]([N:8]1[CH2:13][CH2:12][N:11]([CH2:17][CH3:18])[C:10](=[O:14])[CH2:9]1)=[O:7])([CH3:4])([CH3:2])[CH3:3]. The yield is 0.810. (6) The reactants are [OH:1][CH:2]([CH3:7])[CH2:3][C:4]([OH:6])=O.F[P-](F)(F)(F)(F)F.N1(O[P+](N(C)C)(N(C)C)N(C)C)C2C=CC=CC=2N=N1.C(N(CC)CC)C.[NH:42]1[CH2:47][CH2:46][CH:45]([CH2:48][N:49]2[C:57]3[C:52](=[CH:53][C:54]([C:58]4[CH:59]=[N:60][N:61]([CH:63]5[CH2:68][CH2:67][CH2:66][CH2:65][O:64]5)[CH:62]=4)=[CH:55][CH:56]=3)[CH:51]=[CH:50]2)[CH2:44][CH2:43]1. The catalyst is ClCCl.O.CO.ClCCl. The product is [OH:1][CH:2]([CH3:7])[CH2:3][C:4]([N:42]1[CH2:47][CH2:46][CH:45]([CH2:48][N:49]2[C:57]3[C:52](=[CH:53][C:54]([C:58]4[CH:59]=[N:60][N:61]([CH:63]5[CH2:68][CH2:67][CH2:66][CH2:65][O:64]5)[CH:62]=4)=[CH:55][CH:56]=3)[CH:51]=[CH:50]2)[CH2:44][CH2:43]1)=[O:6]. The yield is 0.430. (7) The yield is 0.760. The catalyst is CN(C=O)C. The product is [CH2:1]([O:3][C:4]([C:6]1[N:10]2[CH:11]=[CH:12][CH:13]=[CH:14][C:9]2=[C:8]([C:15]([NH:28][C:18]23[CH2:19][CH:20]4[CH2:26][CH:24]([CH2:23][CH:22]([CH2:21]4)[CH2:27]2)[CH2:25]3)=[O:17])[N:7]=1)=[O:5])[CH3:2]. The reactants are [CH2:1]([O:3][C:4]([C:6]1[N:10]2[CH:11]=[CH:12][CH:13]=[CH:14][C:9]2=[C:8]([C:15]([OH:17])=O)[N:7]=1)=[O:5])[CH3:2].[C:18]12([NH2:28])[CH2:27][CH:22]3[CH2:23][CH:24]([CH2:26][CH:20]([CH2:21]3)[CH2:19]1)[CH2:25]2.C(Cl)CCl.C1C=NC2N(O)N=NC=2C=1.CCN(CC)CC. (8) The reactants are P(Cl)(Cl)([Cl:3])=O.[CH:6]1[CH:7]=[CH:8][C:9]2[C:10](=[CH:12][N:13]=[N:14][C:15]=2O)[CH:11]=1. The catalyst is C(OCC)(=O)C. The product is [ClH:3].[Cl:3][C:15]1[C:9]2[C:10](=[CH:11][CH:6]=[CH:7][CH:8]=2)[CH:12]=[N:13][N:14]=1. The yield is 0.650. (9) The reactants are [CH3:1][N:2]1[C:7](=[O:8])[C:6]([C:9]2[CH:14]=[CH:13][N:12]=[CH:11][CH:10]=2)=[C:5]2[C:15](=[O:31])[N:16]([CH2:19][CH2:20][C:21]3[CH:30]=[CH:29][C:28]4[C:23](=[CH:24][CH:25]=[CH:26][CH:27]=4)[N:22]=3)[C:17](=S)[C:4]2=[CH:3]1. The catalyst is [Ni].CCO. The product is [CH3:1][N:2]1[C:7](=[O:8])[C:6]([C:9]2[CH:14]=[CH:13][N:12]=[CH:11][CH:10]=2)=[C:5]2[C:15](=[O:31])[N:16]([CH2:19][CH2:20][C:21]3[CH:30]=[CH:29][C:28]4[C:23](=[CH:24][CH:25]=[CH:26][CH:27]=4)[N:22]=3)[CH2:17][C:4]2=[CH:3]1. The yield is 0.260. (10) The reactants are C([O:3][C:4]([C:6]1[CH:7]=[N:8][N:9]2[CH2:14][CH2:13][CH2:12][O:11][C:10]=12)=[O:5])C.O. The catalyst is O1CCCC1.C(O)C.[OH-].[Li+]. The product is [N:8]1[N:9]2[C:10]([O:11][CH2:12][CH2:13][CH2:14]2)=[C:6]([C:4]([OH:5])=[O:3])[CH:7]=1. The yield is 0.980.